Dataset: Reaction yield outcomes from USPTO patents with 853,638 reactions. Task: Predict the reaction yield, written as a fraction of the theoretical maximum amount of product (1.0 means a 100% yield; for example, 0.34 means a 34% yield). (1) The reactants are [N+:1]([C:4]1[CH:5]=[C:6]([CH:17]=[CH:18][CH:19]=1)[CH:7]=[N:8][C:9]1[CH:16]=[CH:15][C:12]([C:13]#[N:14])=[CH:11][CH:10]=1)([O-:3])=[O:2].O.[O-]S(C(F)(F)F)(=O)=O.[Yb+3].[O-]S(C(F)(F)F)(=O)=O.[O-]S(C(F)(F)F)(=O)=O.[CH:46](=[O:50])[CH:47]([CH3:49])[CH3:48].O. The catalyst is O1CCCC1. The product is [OH:50][CH:46]1[C:16]2[C:9](=[CH:10][CH:11]=[C:12]([C:13]#[N:14])[CH:15]=2)[NH:8][CH:7]([C:6]2[CH:17]=[CH:18][CH:19]=[C:4]([N+:1]([O-:3])=[O:2])[CH:5]=2)[C:47]1([CH3:49])[CH3:48]. The yield is 0.920. (2) The reactants are [Br:1][C:2]1[CH:10]=[C:9]2[C:5]([CH2:6][C:7]3([CH2:17][CH2:16][C:15]4[CH:18]=[CH:19][CH:20]=[CH:21][C:14]=4[CH2:13][CH2:12]3)[C:8]2=O)=[CH:4][CH:3]=1.[C:22](=[N:28][Si](C)(C)C)=[N:23][Si](C)(C)C. The catalyst is C(Cl)Cl.Cl[Ti](Cl)(Cl)Cl. The product is [Br:1][C:2]1[CH:10]=[C:9]2[C:5](=[CH:4][CH:3]=1)[CH2:6][C:7]1([CH2:17][CH2:16][C:15]3[CH:18]=[CH:19][CH:20]=[CH:21][C:14]=3[CH2:13][CH2:12]1)/[C:8]/2=[N:28]/[C:22]#[N:23]. The yield is 0.0400.